This data is from Full USPTO retrosynthesis dataset with 1.9M reactions from patents (1976-2016). The task is: Predict the reactants needed to synthesize the given product. (1) Given the product [C:20]([CH:19]([NH:18][C:15]([C:7]1[CH:6]=[CH:5][C:4]([CH:1]2[CH2:2][CH2:3]2)=[C:9]([O:10][CH2:11][CH:12]2[CH2:13][CH2:14]2)[N:8]=1)=[O:17])[CH:22]1[CH2:24][CH2:23]1)#[N:21], predict the reactants needed to synthesize it. The reactants are: [CH:1]1([C:4]2[CH:5]=[CH:6][C:7]([C:15]([OH:17])=O)=[N:8][C:9]=2[O:10][CH2:11][CH:12]2[CH2:14][CH2:13]2)[CH2:3][CH2:2]1.[NH2:18][CH:19]([CH:22]1[CH2:24][CH2:23]1)[C:20]#[N:21].CO. (2) Given the product [Cl:1][C:2]1[CH:3]=[CH:4][C:5]([C:8]2[N:12]3[CH:13]=[C:14]([C:17]4[CH:25]=[CH:24][C:20]([C:21]([N:61]5[CH2:60][CH2:59][C:58]([NH:64][C:65](=[O:71])[O:66][C:67]([CH3:70])([CH3:69])[CH3:68])([CH3:57])[CH2:63][CH2:62]5)=[O:22])=[CH:19][CH:18]=4)[CH:15]=[CH:16][C:11]3=[N:10][CH:9]=2)=[CH:6][CH:7]=1, predict the reactants needed to synthesize it. The reactants are: [Cl:1][C:2]1[CH:7]=[CH:6][C:5]([C:8]2[N:12]3[CH:13]=[C:14]([C:17]4[CH:25]=[CH:24][C:20]([C:21](O)=[O:22])=[CH:19][CH:18]=4)[CH:15]=[CH:16][C:11]3=[N:10][CH:9]=2)=[CH:4][CH:3]=1.CN(C(ON1N=NC2C=CC=NC1=2)=[N+](C)C)C.F[P-](F)(F)(F)(F)F.CN1CCOCC1.[CH3:57][C:58]1([NH:64][C:65](=[O:71])[O:66][C:67]([CH3:70])([CH3:69])[CH3:68])[CH2:63][CH2:62][NH:61][CH2:60][CH2:59]1. (3) Given the product [C:1]([C:4]1[C:12]2[C:7](=[CH:8][C:9]([C:13]([O:15][CH3:16])=[O:14])=[CH:10][CH:11]=2)[N:6]([CH2:17][C:18]([OH:20])=[O:19])[CH:5]=1)(=[O:3])[CH3:2], predict the reactants needed to synthesize it. The reactants are: [C:1]([C:4]1[C:12]2[C:7](=[CH:8][C:9]([C:13]([O:15][CH3:16])=[O:14])=[CH:10][CH:11]=2)[N:6]([CH2:17][C:18]([O:20]C(C)(C)C)=[O:19])[CH:5]=1)(=[O:3])[CH3:2]. (4) Given the product [Cl:28][C:29]1[CH:33]=[CH:32][S:31][C:30]=1[CH2:5][C@H:1]([NH:6][C:7]1[N:15]=[CH:14][N:13]=[C:12]2[C:8]=1[N:9]=[CH:10][N:11]2[C@@H:16]1[CH2:20][C@H:19]([NH:21][C:22](=[O:25])[CH3:23])[C@@H:18]([OH:26])[C@H:17]1[OH:27])[CH2:2][CH3:3], predict the reactants needed to synthesize it. The reactants are: [CH:1]1([NH:6][C:7]2[N:15]=[CH:14][N:13]=[C:12]3[C:8]=2[N:9]=[CH:10][N:11]3[C@@H:16]2[CH2:20][C@H:19]([NH:21][C:22](=[O:25])[CH2:23]C)[C@@H:18]([OH:26])[C@H:17]2[OH:27])[CH2:5]C[CH2:3][CH2:2]1.[Cl:28][C:29]1[CH:33]=[CH:32][S:31][C:30]=1N[C@@H](CC)C.[C@@H]1(N2C3N=CN=C(N)C=3N=C2)O[C@H](CO)[C@@H](O)[C@H]1O. (5) Given the product [CH3:3][N:4]([CH2:1][C:26]1[C:21]2[C:20]([CH3:32])=[N:19][C:18]([N:8]([CH2:6][CH3:7])[C:9]3[C:10]([CH3:17])=[CH:11][C:12]([CH3:16])=[CH:13][C:14]=3[CH3:15])=[N:23][C:22]=2[N:24]([CH:27]([CH2:30][CH3:31])[CH2:28][CH3:29])[CH:25]=1)[CH3:5], predict the reactants needed to synthesize it. The reactants are: [CH2:1]=O.[CH3:3][NH:4][CH3:5].[CH2:6]([N:8]([C:18]1[N:19]=[C:20]([CH3:32])[C:21]2[CH:26]=[CH:25][N:24]([CH:27]([CH2:30][CH3:31])[CH2:28][CH3:29])[C:22]=2[N:23]=1)[C:9]1[C:14]([CH3:15])=[CH:13][C:12]([CH3:16])=[CH:11][C:10]=1[CH3:17])[CH3:7]. (6) Given the product [Cl:18][C:15]1[CH:16]=[CH:17][C:12]([S:9]([N:8]([C:7]2[C:2]([CH:35]([C:34]3[CH:37]=[C:38]([N+:41]([O-:43])=[O:42])[CH:39]=[CH:40][C:33]=3[Cl:32])[OH:36])=[N:3][CH:4]=[C:5]([CH3:26])[CH:6]=2)[CH2:23][O:24][CH3:25])(=[O:11])=[O:10])=[CH:13][C:14]=1[C:19]([F:22])([F:21])[F:20], predict the reactants needed to synthesize it. The reactants are: Br[C:2]1[C:7]([N:8]([CH2:23][O:24][CH3:25])[S:9]([C:12]2[CH:17]=[CH:16][C:15]([Cl:18])=[C:14]([C:19]([F:22])([F:21])[F:20])[CH:13]=2)(=[O:11])=[O:10])=[CH:6][C:5]([CH3:26])=[CH:4][N:3]=1.C([Mg]Cl)(C)C.[Cl:32][C:33]1[CH:40]=[CH:39][C:38]([N+:41]([O-:43])=[O:42])=[CH:37][C:34]=1[CH:35]=[O:36]. (7) Given the product [CH3:2][O:3][C:4](=[O:12])[CH:5]([NH:6][CH2:23][C:22]1[CH:25]=[CH:26][CH:27]=[CH:28][C:21]=1[N+:18]([O-:20])=[O:19])[CH2:7][C:8]([O:10][CH3:11])=[O:9], predict the reactants needed to synthesize it. The reactants are: Cl.[CH3:2][O:3][C:4](=[O:12])[C@@H:5]([CH2:7][C:8]([O:10][CH3:11])=[O:9])[NH2:6].C([O-])(=O)C.[Na+].[N+:18]([C:21]1[CH:28]=[CH:27][CH:26]=[CH:25][C:22]=1[CH:23]=O)([O-:20])=[O:19].C([BH3-])#N.[Na+]. (8) Given the product [Cl:8][C:6]1[C:5]([F:9])=[CH:4][C:3]([O:10][CH3:11])=[C:2]([B:21]([OH:22])[OH:20])[CH:7]=1, predict the reactants needed to synthesize it. The reactants are: Br[C:2]1[CH:7]=[C:6]([Cl:8])[C:5]([F:9])=[CH:4][C:3]=1[O:10][CH3:11].C([Li])CCC.C([O:20][B:21](C(C)C)[O:22]C(C)C)(C)C.Cl. (9) The reactants are: [C:1]([O:5][C:6]([N:8]1[CH2:13][CH2:12][CH:11]([C:14](=[O:23])[C:15]2[CH:20]=[CH:19][C:18](SC)=[CH:17][CH:16]=2)[CH2:10][CH2:9]1)=[O:7])([CH3:4])([CH3:3])[CH3:2].O[O:25][S:26]([O-:28])=O.[K+].[CH3:30]O. Given the product [C:1]([O:5][C:6]([N:8]1[CH2:13][CH2:12][CH:11]([C:14](=[O:23])[C:15]2[CH:16]=[CH:17][C:18]([S:26]([CH3:30])(=[O:28])=[O:25])=[CH:19][CH:20]=2)[CH2:10][CH2:9]1)=[O:7])([CH3:4])([CH3:2])[CH3:3], predict the reactants needed to synthesize it. (10) Given the product [NH2:22][C:10]1[CH:9]=[C:8]([N:5]2[CH2:6][CH2:7][C@H:3]([N:2]([CH3:1])[CH3:25])[CH2:4]2)[C:13]([C:14]2[CH:15]=[CH:16][CH:17]=[CH:18][CH:19]=2)=[CH:12][C:11]=1[C:20]#[N:21], predict the reactants needed to synthesize it. The reactants are: [CH3:1][N:2]([CH3:25])[C@H:3]1[CH2:7][CH2:6][N:5]([C:8]2[C:13]([C:14]3[CH:19]=[CH:18][CH:17]=[CH:16][CH:15]=3)=[CH:12][C:11]([C:20]#[N:21])=[C:10]([N+:22]([O-])=O)[CH:9]=2)[CH2:4]1.C(O)(=O)C.O.O.[Sn](Cl)Cl.[OH-].[Na+].